This data is from Peptide-MHC class I binding affinity with 185,985 pairs from IEDB/IMGT. The task is: Regression. Given a peptide amino acid sequence and an MHC pseudo amino acid sequence, predict their binding affinity value. This is MHC class I binding data. (1) The peptide sequence is QQLEADYTF. The MHC is HLA-B07:02 with pseudo-sequence HLA-B07:02. The binding affinity (normalized) is 0.0847. (2) The peptide sequence is DRFYKTLRA. The MHC is HLA-A11:01 with pseudo-sequence HLA-A11:01. The binding affinity (normalized) is 0. (3) The peptide sequence is AFFSDLVKF. The MHC is HLA-A30:01 with pseudo-sequence HLA-A30:01. The binding affinity (normalized) is 0.213.